From a dataset of Forward reaction prediction with 1.9M reactions from USPTO patents (1976-2016). Predict the product of the given reaction. (1) Given the reactants [CH2:1]([S:3]([N:6]1[CH2:11][CH2:10][CH:9]([C:12]2[C:20]3[C:15](=[C:16]([C:28]#[N:29])[CH:17]=[C:18]([C:21]4[CH:26]=[CH:25][CH:24]=[CH:23][C:22]=4[F:27])[CH:19]=3)[NH:14][N:13]=2)[CH2:8][CH2:7]1)(=[O:5])=[O:4])[CH3:2].[OH-:30].[K+], predict the reaction product. The product is: [CH2:1]([S:3]([N:6]1[CH2:11][CH2:10][CH:9]([C:12]2[C:20]3[C:15](=[C:16]([C:28]([NH2:29])=[O:30])[CH:17]=[C:18]([C:21]4[CH:26]=[CH:25][CH:24]=[CH:23][C:22]=4[F:27])[CH:19]=3)[NH:14][N:13]=2)[CH2:8][CH2:7]1)(=[O:5])=[O:4])[CH3:2]. (2) Given the reactants [F:1][C:2]([F:43])([F:42])[C:3]1[CH:4]=[C:5]([C:13]([CH3:41])([CH3:40])[C:14]([N:16]([C:18]2[C:19]([C:32]3[CH:37]=[CH:36][C:35]([F:38])=[CH:34][C:33]=3[CH3:39])=[CH:20][C:21]([N:24]3[CH2:29][CH2:28][CH:27]([CH2:30][OH:31])[CH2:26][CH2:25]3)=[N:22][CH:23]=2)[CH3:17])=[O:15])[CH:6]=[C:7]([C:9]([F:12])([F:11])[F:10])[CH:8]=1.[CH3:44][S:45](Cl)(=[O:47])=[O:46].C(N(CC)CC)C, predict the reaction product. The product is: [F:43][C:2]([F:1])([F:42])[C:3]1[CH:4]=[C:5]([C:13]([CH3:40])([CH3:41])[C:14]([N:16]([CH3:17])[C:18]2[C:19]([C:32]3[CH:37]=[CH:36][C:35]([F:38])=[CH:34][C:33]=3[CH3:39])=[CH:20][C:21]([N:24]3[CH2:25][CH2:26][CH:27]([CH2:30][O:31][S:45]([CH3:44])(=[O:47])=[O:46])[CH2:28][CH2:29]3)=[N:22][CH:23]=2)=[O:15])[CH:6]=[C:7]([C:9]([F:10])([F:11])[F:12])[CH:8]=1. (3) Given the reactants [Br:1][C:2]1[CH:7]=[CH:6][C:5]([N+:8]([O-:10])=[O:9])=[C:4](F)[CH:3]=1.[O:12]1[CH2:17][CH2:16][CH:15]([N:18]2[CH2:23][CH2:22][CH:21]([NH2:24])[CH2:20][CH2:19]2)[CH2:14][CH2:13]1.C(N(C(C)C)CC)(C)C.CN(C)C=O, predict the reaction product. The product is: [Br:1][C:2]1[CH:7]=[CH:6][C:5]([N+:8]([O-:10])=[O:9])=[C:4]([NH:24][CH:21]2[CH2:20][CH2:19][N:18]([CH:15]3[CH2:16][CH2:17][O:12][CH2:13][CH2:14]3)[CH2:23][CH2:22]2)[CH:3]=1. (4) Given the reactants Cl[C:2]1[C:7]([N+:8]([O-:10])=[O:9])=[CH:6][CH:5]=[C:4]([Cl:11])[N:3]=1.C(N(CC)C(C)C)(C)C.[C:21]([NH:24][CH2:25][CH2:26][NH2:27])(=[O:23])[CH3:22], predict the reaction product. The product is: [Cl:11][C:4]1[N:3]=[C:2]([NH:27][CH2:26][CH2:25][NH:24][C:21](=[O:23])[CH3:22])[C:7]([N+:8]([O-:10])=[O:9])=[CH:6][CH:5]=1.